From a dataset of Catalyst prediction with 721,799 reactions and 888 catalyst types from USPTO. Predict which catalyst facilitates the given reaction. (1) Reactant: ClC1C=CC([N+]([O-])=O)=CC=1.ClC1C=CC(OCC#N)=CC=1.C(=O)([O-])[O-].[K+].[K+].C1OCCOCCOCCOCCOCCOC1.[Cl:46][C:47]1[CH:48]=[CH:49][C:50]([N+:56]([O-:58])=[O:57])=[C:51]([CH2:53][C:54]#[N:55])[CH:52]=1.[F:59][C:60]1[CH:61]=[C:62]([CH:65]=[CH:66][CH:67]=1)[CH2:63]Br. Product: [Cl:46][C:47]1[CH:48]=[CH:49][C:50]([N+:56]([O-:58])=[O:57])=[C:51]([CH2:53][C:54]#[N:55])[CH:52]=1.[Cl:46][C:47]1[CH:48]=[CH:49][C:50]([N+:56]([O-:58])=[O:57])=[C:51]([CH:53]([CH2:63][C:62]2[CH:65]=[CH:66][CH:67]=[C:60]([F:59])[CH:61]=2)[C:54]#[N:55])[CH:52]=1. The catalyst class is: 10. (2) Product: [ClH:19].[Cl:19][C:20]1[CH:27]=[CH:26][CH:25]=[C:24]([F:28])[C:21]=1[CH2:22][S:18][C:9]1[NH:8][C@H:7]([C:1]2[CH:2]=[CH:3][CH:4]=[CH:5][CH:6]=2)[C@H:11]([C:12]2[CH:13]=[CH:14][CH:15]=[CH:16][CH:17]=2)[N:10]=1. Reactant: [C:1]1([C@H:7]2[C@@H:11]([C:12]3[CH:17]=[CH:16][CH:15]=[CH:14][CH:13]=3)[NH:10][C:9](=[S:18])[NH:8]2)[CH:6]=[CH:5][CH:4]=[CH:3][CH:2]=1.[Cl:19][C:20]1[CH:27]=[CH:26][CH:25]=[C:24]([F:28])[C:21]=1[CH2:22]Cl. The catalyst class is: 14. (3) Reactant: [Br:1][C:2]1[CH:9]=[C:8]([Cl:10])[CH:7]=[CH:6][C:3]=1[CH:4]=[O:5].[BH4-].[Na+]. Product: [Br:1][C:2]1[CH:9]=[C:8]([Cl:10])[CH:7]=[CH:6][C:3]=1[CH2:4][OH:5]. The catalyst class is: 24. (4) Reactant: [BH4-].[Li+].[F:3][C:4]([F:18])([F:17])[CH:5]([C:7]1[CH:8]=[C:9]([CH:14]=[CH:15][CH:16]=1)[C:10](OC)=[O:11])[OH:6]. Product: [F:3][C:4]([F:17])([F:18])[CH:5]([C:7]1[CH:16]=[CH:15][CH:14]=[C:9]([CH2:10][OH:11])[CH:8]=1)[OH:6]. The catalyst class is: 7. (5) Reactant: C(N(CC)CC)C.[F:8][C:9]1[CH:10]=[CH:11][CH:12]=[C:13]2[C:17]=1[N:16](C(OC(C)(C)C)=O)[CH:15]=[C:14]2[CH:25]=[O:26].[CH3:27][O:28][C:29]1[CH:30]=[C:31]([CH:40]=[CH:41][CH:42]=1)[N:32]=[CH:33][C:34]1[CH:35]=[N:36][CH:37]=[CH:38][CH:39]=1. Product: [F:8][C:9]1[CH:10]=[CH:11][CH:12]=[C:13]2[C:17]=1[NH:16][CH:15]=[C:14]2[C:25](=[O:26])[CH:33]([NH:32][C:31]1[CH:40]=[CH:41][CH:42]=[C:29]([O:28][CH3:27])[CH:30]=1)[C:34]1[CH:35]=[N:36][CH:37]=[CH:38][CH:39]=1. The catalyst class is: 433.